Dataset: Peptide-MHC class I binding affinity with 185,985 pairs from IEDB/IMGT. Task: Regression. Given a peptide amino acid sequence and an MHC pseudo amino acid sequence, predict their binding affinity value. This is MHC class I binding data. (1) The peptide sequence is IANINWIDRN. The MHC is Mamu-A2201 with pseudo-sequence Mamu-A2201. The binding affinity (normalized) is 0. (2) The peptide sequence is NMLREGLSP. The MHC is HLA-B15:01 with pseudo-sequence HLA-B15:01. The binding affinity (normalized) is 0.0847. (3) The peptide sequence is ATIEAVLAK. The MHC is HLA-B58:01 with pseudo-sequence HLA-B58:01. The binding affinity (normalized) is 0.0847. (4) The peptide sequence is FTFSPTYKA. The MHC is Patr-A0101 with pseudo-sequence Patr-A0101. The binding affinity (normalized) is 0. (5) The peptide sequence is RSTKLRMV. The MHC is Mamu-A01 with pseudo-sequence Mamu-A01. The binding affinity (normalized) is 0.0206. (6) The binding affinity (normalized) is 0. The peptide sequence is AVDLSHFLR. The MHC is HLA-B08:01 with pseudo-sequence HLA-B08:01. (7) The peptide sequence is GERSRCYSLY. The MHC is HLA-A01:01 with pseudo-sequence HLA-A01:01. The binding affinity (normalized) is 0.0577.